This data is from hERG potassium channel inhibition data for cardiac toxicity prediction from Karim et al.. The task is: Regression/Classification. Given a drug SMILES string, predict its toxicity properties. Task type varies by dataset: regression for continuous values (e.g., LD50, hERG inhibition percentage) or binary classification for toxic/non-toxic outcomes (e.g., AMES mutagenicity, cardiotoxicity, hepatotoxicity). Dataset: herg_karim. (1) The drug is FC(F)(F)c1cc(Nc2ccccc2)nc(NCc2ccccn2)n1. The result is 0 (non-blocker). (2) The compound is CC(C)(C)NCc1ccc(Nc2ccnc3cc(Cl)ccc23)cc1O. The result is 1 (blocker). (3) The drug is O=C(c1ccc(F)cc1F)N1CCN(c2ccc(OCCCN3CCCCC3)cc2)C(=O)C1.O=CO. The result is 0 (non-blocker). (4) The molecule is COc1cc(-c2cn(C3CCc4ccccc4N(CC4CC4)C3=O)nn2)ccc1-n1cnc(C)c1. The result is 1 (blocker). (5) The drug is Cc1nc2ccccc2c(=O)n1-c1ccc(OCCCN2CCC[C@H](C)C2)cc1. The result is 1 (blocker). (6) The compound is Cc1nc2ccccc2n1C1C[C@H]2CC[C@H](C1)N2CCC1(c2cccc(F)c2)CCN(C(=O)c2c(Cl)ccc(S(N)(=O)=O)c2Cl)CC1. The result is 0 (non-blocker).